From a dataset of Reaction yield outcomes from USPTO patents with 853,638 reactions. Predict the reaction yield, written as a fraction of the theoretical maximum amount of product (1.0 means a 100% yield; for example, 0.34 means a 34% yield). The reactants are [CH3:1][C:2]1([CH3:10])[CH2:8][CH:7]2[CH:5]([O:6]2)[C:4](=O)[CH2:3]1.[F:11][C:12]1[CH:19]=[C:18]([CH:20]=[CH:21][N+:22]([O-])=O)[CH:17]=[CH:16][C:13]=1[C:14]#[N:15].[CH3:25]COCC. The catalyst is C(OCC)(=O)C. The product is [F:11][C:12]1[CH:19]=[C:18]([C:20]2[C:4]3[CH2:3][C:2]([CH3:1])([CH3:10])[CH2:8][C:7](=[O:6])[C:5]=3[N:22]([CH3:25])[CH:21]=2)[CH:17]=[CH:16][C:13]=1[C:14]#[N:15]. The yield is 0.320.